Regression. Given a peptide amino acid sequence and an MHC pseudo amino acid sequence, predict their binding affinity value. This is MHC class II binding data. From a dataset of Peptide-MHC class II binding affinity with 134,281 pairs from IEDB. (1) The peptide sequence is EVVKANGGYLAAGKL. The MHC is DRB1_1101 with pseudo-sequence DRB1_1101. The binding affinity (normalized) is 0.531. (2) The peptide sequence is NLYIKSIQSLISDTQ. The MHC is DRB5_0101 with pseudo-sequence DRB5_0101. The binding affinity (normalized) is 0.609. (3) The peptide sequence is LVLDFCDDALIEGIT. The MHC is HLA-DPA10103-DPB10401 with pseudo-sequence HLA-DPA10103-DPB10401. The binding affinity (normalized) is 0.365. (4) The peptide sequence is RLFKAFILDGDNLFP. The MHC is HLA-DQA10501-DQB10201 with pseudo-sequence HLA-DQA10501-DQB10201. The binding affinity (normalized) is 0.525. (5) The peptide sequence is QAAVVRFQEAANKQK. The MHC is DRB1_1201 with pseudo-sequence DRB1_1201. The binding affinity (normalized) is 0. (6) The MHC is HLA-DPA10201-DPB11401 with pseudo-sequence HLA-DPA10201-DPB11401. The peptide sequence is EKKYFAMTQFEPLAA. The binding affinity (normalized) is 0.992. (7) The peptide sequence is MKDFDEPGHLAPTGM. The MHC is DRB1_0901 with pseudo-sequence DRB1_0901. The binding affinity (normalized) is 0.209.